From a dataset of NCI-60 drug combinations with 297,098 pairs across 59 cell lines. Regression. Given two drug SMILES strings and cell line genomic features, predict the synergy score measuring deviation from expected non-interaction effect. Drug 1: CC(C1=C(C=CC(=C1Cl)F)Cl)OC2=C(N=CC(=C2)C3=CN(N=C3)C4CCNCC4)N. Drug 2: CN(C)C1=NC(=NC(=N1)N(C)C)N(C)C. Cell line: NCI/ADR-RES. Synergy scores: CSS=-1.59, Synergy_ZIP=1.07, Synergy_Bliss=0.0438, Synergy_Loewe=-1.38, Synergy_HSA=-2.22.